This data is from Forward reaction prediction with 1.9M reactions from USPTO patents (1976-2016). The task is: Predict the product of the given reaction. Given the reactants I[C:2]1[CH:7]=[CH:6][C:5]([C:8]2[CH:9]=[CH:10][C:11]3[N:12]([C:21]4[CH:26]=[CH:25][CH:24]=[CH:23][CH:22]=4)[C:13]4[C:18]([C:19]=3[CH:20]=2)=[CH:17][CH:16]=[CH:15][CH:14]=4)=[CH:4][CH:3]=1.[CH3:27][C:28]1([CH3:42])[C:40]2[CH:39]=[C:38]([NH2:41])[CH:37]=[CH:36][C:35]=2[C:34]2[C:29]1=[CH:30][CH:31]=[CH:32][CH:33]=2, predict the reaction product. The product is: [CH3:27][C:28]1([CH3:42])[C:40]2[CH:39]=[C:38]([NH:41][C:2]3[CH:3]=[CH:4][C:5]([C:8]4[CH:9]=[CH:10][C:11]5[N:12]([C:21]6[CH:26]=[CH:25][CH:24]=[CH:23][CH:22]=6)[C:13]6[C:18]([C:19]=5[CH:20]=4)=[CH:17][CH:16]=[CH:15][CH:14]=6)=[CH:6][CH:7]=3)[CH:37]=[CH:36][C:35]=2[C:34]2[C:29]1=[CH:30][CH:31]=[CH:32][CH:33]=2.